Dataset: Forward reaction prediction with 1.9M reactions from USPTO patents (1976-2016). Task: Predict the product of the given reaction. (1) Given the reactants [C:1]([O:5][C:6](=[O:29])[CH2:7][CH2:8][N:9]1[CH2:14][CH2:13][O:12][CH:11]([C:15]2[CH:20]=[CH:19][C:18](OS(C(F)(F)F)(=O)=O)=[CH:17][CH:16]=2)[CH2:10]1)([CH3:4])([CH3:3])[CH3:2].[C:30]([O-:33])(=[S:32])[CH3:31].[K+], predict the reaction product. The product is: [C:1]([O:5][C:6](=[O:29])[CH2:7][CH2:8][N:9]1[CH2:14][CH2:13][O:12][CH:11]([C:15]2[CH:16]=[CH:17][C:18]([S:32][C:30](=[O:33])[CH3:31])=[CH:19][CH:20]=2)[CH2:10]1)([CH3:2])([CH3:3])[CH3:4]. (2) Given the reactants [CH:1]1([NH:10][C:11]2[N:16]3[N:17]=[CH:18][C:19]([C:20](O)=[O:21])=[C:15]3[N:14]=[CH:13][C:12]=2[C:23]([N:25]2[CH2:30][CH2:29][CH:28]([C:31]3[CH:36]=[CH:35][CH:34]=[CH:33][CH:32]=3)[CH2:27][CH2:26]2)=[O:24])[C:9]2[C:4](=[CH:5][CH:6]=[CH:7][CH:8]=2)[CH2:3][CH2:2]1.[CH3:37][S:38]([NH2:41])(=[O:40])=[O:39], predict the reaction product. The product is: [CH:1]1([NH:10][C:11]2[N:16]3[N:17]=[CH:18][C:19]([C:20]([NH:41][S:38]([CH3:37])(=[O:40])=[O:39])=[O:21])=[C:15]3[N:14]=[CH:13][C:12]=2[C:23]([N:25]2[CH2:30][CH2:29][CH:28]([C:31]3[CH:32]=[CH:33][CH:34]=[CH:35][CH:36]=3)[CH2:27][CH2:26]2)=[O:24])[C:9]2[C:4](=[CH:5][CH:6]=[CH:7][CH:8]=2)[CH2:3][CH2:2]1. (3) The product is: [CH2:1]([O:3][C:4](=[O:33])[C:5]1[CH:10]=[CH:9][CH:8]=[C:7]([O:11][CH2:12][CH2:13][CH2:14][N:15]2[C:19]3[CH:20]=[CH:21][CH:22]=[CH:23][C:18]=3[N:17]([CH2:24][C:25]3[CH:30]=[CH:29][C:28]([N:84]4[CH2:85][CH2:86][N:81]([CH2:80][C:75]5[CH:76]=[CH:77][CH:78]=[CH:79][C:74]=5[C:87]5[CH:92]=[CH:91][CH:90]=[CH:89][CH:88]=5)[CH2:82][CH2:83]4)=[CH:27][CH:26]=3)[C:16]2=[NH:32])[CH:6]=1)[CH3:2]. Given the reactants [CH2:1]([O:3][C:4](=[O:33])[C:5]1[CH:10]=[CH:9][CH:8]=[C:7]([O:11][CH2:12][CH2:13][CH2:14][N:15]2[C:19]3[CH:20]=[CH:21][CH:22]=[CH:23][C:18]=3[N:17]([CH2:24][C:25]3[CH:30]=[CH:29][C:28](Br)=[CH:27][CH:26]=3)[C:16]2=[NH:32])[CH:6]=1)[CH3:2].CC(C)([O-])C.[Na+].C1(P(C2CCCCC2)C2C=CC=CC=2C2C(C(C)C)=CC(C(C)C)=CC=2C(C)C)CCCCC1.[C:74]1([C:87]2[CH:92]=[CH:91][CH:90]=[CH:89][CH:88]=2)[CH:79]=[CH:78][CH:77]=[CH:76][C:75]=1[CH2:80][N:81]1[CH2:86][CH2:85][NH:84][CH2:83][CH2:82]1, predict the reaction product. (4) Given the reactants CS(O[C@H:6]1[CH2:10][N:9]([C:11]([O:13][C:14]([CH3:17])([CH3:16])[CH3:15])=[O:12])[C@@H:8]([C:18](=[O:33])[NH:19][C:20]2[CH:25]=[CH:24][C:23]([N:26]3[CH2:31][CH2:30][O:29][CH2:28][C:27]3=[O:32])=[CH:22][CH:21]=2)[CH2:7]1)(=O)=O.[N-:34]=[N+:35]=[N-:36].[Na+], predict the reaction product. The product is: [N:34]([C@@H:6]1[CH2:10][N:9]([C:11]([O:13][C:14]([CH3:16])([CH3:17])[CH3:15])=[O:12])[C@@H:8]([C:18](=[O:33])[NH:19][C:20]2[CH:25]=[CH:24][C:23]([N:26]3[CH2:31][CH2:30][O:29][CH2:28][C:27]3=[O:32])=[CH:22][CH:21]=2)[CH2:7]1)=[N+:35]=[N-:36]. (5) Given the reactants [CH3:1][C:2]([C:4]1[CH:9]=[CH:8][C:7]([N+:10]([O-:12])=[O:11])=[CH:6][CH:5]=1)=[O:3].[N+:13]([C:16]1[CH:23]=[CH:22][C:19]([CH:20]=O)=[CH:18][CH:17]=1)([O-:15])=[O:14], predict the reaction product. The product is: [N+:10]([C:7]1[CH:6]=[CH:5][C:4]([C:2](=[O:3])/[CH:1]=[CH:20]/[C:19]2[CH:22]=[CH:23][C:16]([N+:13]([O-:15])=[O:14])=[CH:17][CH:18]=2)=[CH:9][CH:8]=1)([O-:12])=[O:11]. (6) Given the reactants Br[C:2]1[C:3]([C@@H:8]([NH:18][C:19](=[O:25])[O:20][C:21]([CH3:24])([CH3:23])[CH3:22])[CH2:9][C:10]2[CH:15]=[C:14](F)[CH:13]=[C:12]([F:17])[CH:11]=2)=[N:4][CH:5]=[CH:6][CH:7]=1.[C:26]([C:29]1[CH:30]=[C:31](B(O)O)[CH:32]=[CH:33][C:34]=1[F:35])(=[O:28])[NH2:27], predict the reaction product. The product is: [C:26]([C:29]1[CH:30]=[C:31]([C:2]2[C:3]([C@@H:8]([NH:18][C:19](=[O:25])[O:20][C:21]([CH3:23])([CH3:22])[CH3:24])[CH2:9][C:10]3[CH:15]=[CH:14][CH:13]=[C:12]([F:17])[CH:11]=3)=[N:4][CH:5]=[CH:6][CH:7]=2)[CH:32]=[CH:33][C:34]=1[F:35])(=[O:28])[NH2:27]. (7) Given the reactants [Cl:1][C:2]1[CH:11]=[CH:10][C:9]2[C:4](=[CH:5][C:6]([CH2:12][N:13]([CH3:15])[CH3:14])=[CH:7][CH:8]=2)[C:3]=1[CH2:16][C:17]([NH2:19])=[O:18].C[O:21][C:22](=O)[C:23]([C:25]1[C:33]2[C:28](=[CH:29][CH:30]=[CH:31][CH:32]=2)[N:27]([CH3:34])[CH:26]=1)=O.CC([O-])(C)C.[K+].[NH4+].[Cl-], predict the reaction product. The product is: [Cl:1][C:2]1[CH:11]=[CH:10][C:9]2[C:4](=[CH:5][C:6]([CH2:12][N:13]([CH3:14])[CH3:15])=[CH:7][CH:8]=2)[C:3]=1[C:16]1[C:17](=[O:18])[NH:19][C:22](=[O:21])[C:23]=1[C:25]1[C:33]2[C:28](=[CH:29][CH:30]=[CH:31][CH:32]=2)[N:27]([CH3:34])[CH:26]=1.